Dataset: Full USPTO retrosynthesis dataset with 1.9M reactions from patents (1976-2016). Task: Predict the reactants needed to synthesize the given product. (1) Given the product [C:17]([O:20][CH2:21][C:22]1[C:23]([N:31]2[N:40]=[CH:39][C:38]3[C:33](=[C:34]([F:45])[CH:35]=[C:36]([C:41]([CH3:43])([CH3:42])[CH3:44])[CH:37]=3)[C:32]2=[O:46])=[N:24][CH:25]=[CH:26][C:27]=1[C:2]1[CH:3]=[C:4]([NH:10][C:11]2[CH:15]=[C:14]([CH3:16])[NH:13][N:12]=2)[C:5](=[O:9])[N:6]([CH3:8])[CH:7]=1)(=[O:19])[CH3:18], predict the reactants needed to synthesize it. The reactants are: Br[C:2]1[CH:3]=[C:4]([NH:10][C:11]2[CH:15]=[C:14]([CH3:16])[NH:13][N:12]=2)[C:5](=[O:9])[N:6]([CH3:8])[CH:7]=1.[C:17]([O:20][CH2:21][C:22]1[C:23]([N:31]2[N:40]=[CH:39][C:38]3[C:33](=[C:34]([F:45])[CH:35]=[C:36]([C:41]([CH3:44])([CH3:43])[CH3:42])[CH:37]=3)[C:32]2=[O:46])=[N:24][CH:25]=[CH:26][C:27]=1B(O)O)(=[O:19])[CH3:18].[O-]P([O-])([O-])=O.[K+].[K+].[K+].C([O-])(=O)C.[Na+]. (2) Given the product [CH2:2]([O:4][C:5](=[O:8])[CH2:6][NH:7][C:14]1[C:15]([N+:16]([O-:18])=[O:17])=[C:10]([Cl:9])[N:11]=[CH:12][N:13]=1)[CH3:3], predict the reactants needed to synthesize it. The reactants are: Cl.[CH2:2]([O:4][C:5](=[O:8])[CH2:6][NH2:7])[CH3:3].[Cl:9][C:10]1[C:15]([N+:16]([O-:18])=[O:17])=[C:14](Cl)[N:13]=[CH:12][N:11]=1.C(N(C(C)C)C(C)C)C. (3) Given the product [C:1]1([CH3:13])[CH:6]=[C:5]([CH3:7])[CH:4]=[C:3]([CH3:8])[C:2]=1[S:9]([NH:14][CH2:15][CH2:16][CH2:17][CH2:18][NH:19][S:9]([C:2]1[C:3]([CH3:8])=[CH:4][C:5]([CH3:7])=[CH:6][C:1]=1[CH3:13])(=[O:11])=[O:10])(=[O:11])=[O:10], predict the reactants needed to synthesize it. The reactants are: [C:1]1([CH3:13])[CH:6]=[C:5]([CH3:7])[CH:4]=[C:3]([CH3:8])[C:2]=1[S:9](Cl)(=[O:11])=[O:10].[NH2:14][CH2:15][CH2:16][CH2:17][CH2:18][NH2:19]. (4) Given the product [O:15]1[C:20]2[CH:21]=[CH:22][C:23]([CH2:25][N:26]([CH:34]3[CH2:39][CH2:38][N:37]([CH2:9][CH2:8][N:7]4[C:2](=[O:1])[CH:3]=[N:4][C:5]5[CH:14]=[CH:13][CH:12]=[N:11][C:6]4=5)[CH2:36][CH2:35]3)[C:27](=[O:33])[O:28][C:29]([CH3:32])([CH3:30])[CH3:31])=[CH:24][C:19]=2[O:18][CH2:17][CH2:16]1, predict the reactants needed to synthesize it. The reactants are: [O:1]=[C:2]1[N:7]([CH2:8][CH:9]=O)[C:6]2[N:11]=[CH:12][CH:13]=[CH:14][C:5]=2[N:4]=[CH:3]1.[O:15]1[C:20]2[CH:21]=[CH:22][C:23]([CH2:25][N:26]([CH:34]3[CH2:39][CH2:38][NH:37][CH2:36][CH2:35]3)[C:27](=[O:33])[O:28][C:29]([CH3:32])([CH3:31])[CH3:30])=[CH:24][C:19]=2[O:18][CH2:17][CH2:16]1.C(O[BH-](OC(=O)C)OC(=O)C)(=O)C.[Na+].C(=O)([O-])O.[Na+]. (5) Given the product [C:14]([C:6]1[CH:5]=[C:4]([CH:9]=[C:8]([C:10]([F:11])([F:12])[F:13])[CH:7]=1)[C:3]([OH:16])=[O:2])#[N:15], predict the reactants needed to synthesize it. The reactants are: C[O:2][C:3](=[O:16])[C:4]1[CH:9]=[C:8]([C:10]([F:13])([F:12])[F:11])[CH:7]=[C:6]([C:14]#[N:15])[CH:5]=1.O.O.[OH-].[Li+]. (6) Given the product [Cl:61][C:46]1[CH:45]=[C:44]([N:62]2[C:67](=[O:68])[NH:66][C:65](=[O:69])[C:64]([C:70]#[N:71])=[N:63]2)[CH:43]=[C:42]([Cl:41])[C:47]=1[O:48][C:49]1[CH:54]=[C:53]([CH:55]([CH3:56])[CH3:57])[C:52](=[O:58])[N:51]([CH2:59][O:10][C:9](=[O:11])[CH2:8][C:4]2[CH:3]=[N:2][CH:7]=[CH:6][CH:5]=2)[N:50]=1, predict the reactants needed to synthesize it. The reactants are: Cl.[N:2]1[CH:7]=[CH:6][CH:5]=[C:4]([CH2:8][C:9]([OH:11])=[O:10])[CH:3]=1.[B-](F)(F)(F)F.CN(C(ON1C(=O)CCC1=O)=[N+](C)C)C.C(N(CC)C(C)C)(C)C.[Cl:41][C:42]1[CH:43]=[C:44]([N:62]2[C:67](=[O:68])[NH:66][C:65](=[O:69])[C:64]([C:70]#[N:71])=[N:63]2)[CH:45]=[C:46]([Cl:61])[C:47]=1[O:48][C:49]1[CH:54]=[C:53]([CH:55]([CH3:57])[CH3:56])[C:52](=[O:58])[N:51]([CH2:59]O)[N:50]=1. (7) Given the product [F:63][C@H:64]([CH2:75][CH2:76][C:77]1[N:78]=[N:79][C:80]([NH:60][C:58](=[O:59])[CH2:57][C:53]2[CH:52]=[C:51]([C:50]([F:49])([F:61])[F:62])[CH:56]=[CH:55][N:54]=2)=[CH:81][CH:82]=1)[CH2:65][N:66]1[CH:70]=[C:69]([C:71]([NH:73][CH3:74])=[O:72])[N:68]=[N:67]1, predict the reactants needed to synthesize it. The reactants are: CC1(C)C2C(=C(P(C3C=CC=CC=3)C3C=CC=CC=3)C=CC=2)OC2C(P(C3C=CC=CC=3)C3C=CC=CC=3)=CC=CC1=2.C([O-])([O-])=O.[Cs+].[Cs+].[F:49][C:50]([F:62])([F:61])[C:51]1[CH:56]=[CH:55][N:54]=[C:53]([CH2:57][C:58]([NH2:60])=[O:59])[CH:52]=1.[F:63][C@H:64]([CH2:75][CH2:76][C:77]1[N:78]=[N:79][C:80](I)=[CH:81][CH:82]=1)[CH2:65][N:66]1[CH:70]=[C:69]([C:71]([NH:73][CH3:74])=[O:72])[N:68]=[N:67]1. (8) Given the product [CH2:1]([C:8]1[CH:9]=[N:10][C:11]2[C:16]([C:17]=1[C:18]1[CH:19]=[C:20]([NH:24][CH2:35][C:34]3[CH:37]=[CH:38][CH:39]=[CH:40][C:33]=3[O:32][CH:29]([CH3:31])[CH3:30])[CH:21]=[CH:22][CH:23]=1)=[CH:15][CH:14]=[CH:13][C:12]=2[C:25]([F:28])([F:26])[F:27])[C:2]1[CH:3]=[CH:4][CH:5]=[CH:6][CH:7]=1, predict the reactants needed to synthesize it. The reactants are: [CH2:1]([C:8]1[CH:9]=[N:10][C:11]2[C:16]([C:17]=1[C:18]1[CH:19]=[C:20]([NH2:24])[CH:21]=[CH:22][CH:23]=1)=[CH:15][CH:14]=[CH:13][C:12]=2[C:25]([F:28])([F:27])[F:26])[C:2]1[CH:7]=[CH:6][CH:5]=[CH:4][CH:3]=1.[CH:29]([O:32][C:33]1[CH:40]=[CH:39][CH:38]=[CH:37][C:34]=1[CH:35]=O)([CH3:31])[CH3:30].